From a dataset of Forward reaction prediction with 1.9M reactions from USPTO patents (1976-2016). Predict the product of the given reaction. (1) Given the reactants [O:1]1[CH2:6][CH2:5][CH2:4][CH2:3][CH:2]1[N:7]1[CH:11]=[CH:10][C:9]([C:12]([F:15])([F:14])[F:13])=[N:8]1.[Li]CCCC.[CH2:21]([Sn:25](Cl)([CH2:30][CH2:31][CH2:32][CH3:33])[CH2:26][CH2:27][CH2:28][CH3:29])[CH2:22][CH2:23][CH3:24], predict the reaction product. The product is: [O:1]1[CH2:6][CH2:5][CH2:4][CH2:3][CH:2]1[N:7]1[C:11]([Sn:25]([CH2:26][CH2:27][CH2:28][CH3:29])([CH2:30][CH2:31][CH2:32][CH3:33])[CH2:21][CH2:22][CH2:23][CH3:24])=[CH:10][C:9]([C:12]([F:15])([F:13])[F:14])=[N:8]1. (2) Given the reactants [CH3:1][O:2][C:3]1[CH:4]=[C:5]([CH:8]=[C:9]([O:11][CH3:12])[CH:10]=1)[CH:6]=O.[CH3:13][C:14]([C:16]1[CH:21]=[CH:20][C:19]([N+:22]([O-:24])=[O:23])=[CH:18][CH:17]=1)=[O:15], predict the reaction product. The product is: [CH3:1][O:2][C:3]1[CH:4]=[C:5]([CH:6]=[CH:13][C:14]([C:16]2[CH:17]=[CH:18][C:19]([N+:22]([O-:24])=[O:23])=[CH:20][CH:21]=2)=[O:15])[CH:8]=[C:9]([O:11][CH3:12])[CH:10]=1. (3) Given the reactants CCN(CC)CC.CN([P+](O[N:19]1N=[N:26][C:21]2[CH:22]=[CH:23][CH:24]=[CH:25][C:20]1=2)(N(C)C)N(C)C)C.F[P-](F)(F)(F)(F)F.[C:35]1(N)[CH:40]=[CH:39][CH:38]=[CH:37][C:36]=1N.[NH4+].[Cl-].CN([CH:48]=[O:49])C, predict the reaction product. The product is: [NH2:19][C:20]1[CH:25]=[CH:24][CH:23]=[CH:22][C:21]=1[NH:26][C:48](=[O:49])[C:35]1[CH:40]=[CH:39][CH:38]=[CH:37][CH:36]=1. (4) Given the reactants Cl[C:2]1[C:7]([N+:8]([O-:10])=[O:9])=[CH:6][CH:5]=[C:4]([Cl:11])[N:3]=1.[CH3:12][CH:13]1[CH2:18][CH2:17][NH:16][CH2:15][CH2:14]1, predict the reaction product. The product is: [Cl:11][C:4]1[N:3]=[C:2]([N:16]2[CH2:17][CH2:18][CH:13]([CH3:12])[CH2:14][CH2:15]2)[C:7]([N+:8]([O-:10])=[O:9])=[CH:6][CH:5]=1. (5) Given the reactants [O:1]1[CH:5]=[CH:4][N:3]=[CH:2]1.[Li]CCCC.I[C:12]1[CH:13]=[C:14]([C:22]([O:24][CH3:25])=[O:23])[CH:15]=[C:16]([CH:21]=1)[C:17]([O:19][CH3:20])=[O:18], predict the reaction product. The product is: [O:1]1[CH:5]=[CH:4][N:3]=[C:2]1[C:12]1[CH:21]=[C:16]([C:17]([O:19][CH3:20])=[O:18])[CH:15]=[C:14]([CH:13]=1)[C:22]([O:24][CH3:25])=[O:23]. (6) Given the reactants O1[CH2:5][CH2:4][NH:3][C:2]1=O.[C:7]1([C@H:13]2[CH2:17][O:16][C:15](=[O:18])[NH:14]2)[CH:12]=[CH:11][CH:10]=[CH:9][CH:8]=1, predict the reaction product. The product is: [C:7]1([C@H:13]2[CH2:17][O:16][C:15](=[O:18])[N:14]2[CH2:12][CH2:7][CH:8]2[CH2:5][CH2:4][NH:3][CH2:2][CH2:9]2)[CH:8]=[CH:9][CH:10]=[CH:11][CH:12]=1. (7) Given the reactants [Cl:1][C:2]1[CH:7]=[CH:6][C:5]([NH:8][C:9]2[CH:14]=[N:13][CH:12]=[C:11]([Cl:15])[N:10]=2)=[CH:4][CH:3]=1.[C:16](O[C:16]([O:18][C:19]([CH3:22])([CH3:21])[CH3:20])=[O:17])([O:18][C:19]([CH3:22])([CH3:21])[CH3:20])=[O:17], predict the reaction product. The product is: [C:19]([O:18][C:16](=[O:17])[N:8]([C:5]1[CH:4]=[CH:3][C:2]([Cl:1])=[CH:7][CH:6]=1)[C:9]1[CH:14]=[N:13][CH:12]=[C:11]([Cl:15])[N:10]=1)([CH3:22])([CH3:21])[CH3:20]. (8) Given the reactants [Cl:1][C:2]1[CH:7]=[CH:6][C:5]([CH2:8][NH:9][C@H:10]2[CH2:15][CH2:14][CH2:13][CH2:12][C@@H:11]2[NH:16][C:17](=[O:32])[CH2:18][NH:19][C:20](=[O:31])[C:21]2[CH:26]=[CH:25][CH:24]=[C:23]([C:27]([F:30])([F:29])[F:28])[CH:22]=2)=[CH:4][CH:3]=1.[C:33]([NH2:41])(=[O:40])[C:34]1[CH:39]=[CH:38][CH:37]=[CH:36][CH:35]=1.C=O, predict the reaction product. The product is: [Cl:1][C:2]1[CH:7]=[CH:6][C:5]([CH2:8][N:9]([CH3:33])[C@H:10]2[CH2:15][CH2:14][CH2:13][CH2:12][C@@H:11]2[NH:16][C:17](=[O:32])[CH2:18][NH:19][C:20](=[O:31])[C:21]2[CH:26]=[CH:25][CH:24]=[C:23]([C:27]([F:30])([F:29])[F:28])[CH:22]=2)=[CH:4][CH:3]=1.[C:33]([NH2:41])(=[O:40])[C:34]1[CH:39]=[CH:38][CH:37]=[CH:36][CH:35]=1. (9) Given the reactants Br[C:2]1[CH:3]=[CH:4][C:5]([O:8][CH3:9])=[N:6][CH:7]=1.C([O:13][B:14](OC(C)C)[O:15]C(C)C)(C)C.[Li]CCCC, predict the reaction product. The product is: [CH3:9][O:8][C:5]1[N:6]=[CH:7][C:2]([B:14]([OH:15])[OH:13])=[CH:3][CH:4]=1.